This data is from Antibody paratope prediction from SAbDab with 1,023 antibody chains. The task is: Token-level Classification. Given an antibody amino acid sequence, predict which amino acid positions are active in antigen binding. Output is a list of indices for active paratope positions. (1) Given the antibody sequence: QSALTQPPSVSGAPGQRVTISCTGSSSNIGAGYDVHWYQQLPGTAPKLLIYGNINRPSGVPDRFSGSKSGTSASLAITGLQAEDEADYYCQSYDSSLSGALFGGGTQLTVL, which amino acid positions are active in antigen binding (paratope)? The paratope positions are: [29, 30, 31, 97, 98]. (2) Given the antibody sequence: YELTQPPSVSVSPGQAATITCSGDKLGDKYVSWYQQRPGQSPLLVVYQDNKRPSGIPERISGSNSGNTATLTIRGTRAMDEADYYCQAWDSSTDVVFGGGTKLTVL, which amino acid positions are active in antigen binding (paratope)? The paratope positions are: [93]. (3) Given the antibody sequence: EVQLQQSGPELVKPGASMKISCKASGYSFTGYTMNWVKQSHGKNLEWMGLINPYKGVSTYNQKFKDKATLTVDKSSSTAYMELLSLTSEDSAVYYCARSGYYGDSDWYFDVWGQGTTLTVF, which amino acid positions are active in antigen binding (paratope)? The paratope positions are: [52, 83, 84, 85, 104, 105, 106, 107, 108]. (4) Given the antibody sequence: QVQLVQSGAEVKKPGASVTVSCQASGYTFTNYYVHWVRQAPGQGLQLMGWIDPSWGRTNYAQNFQGRITMTRDTSTSTVYMEMRSLRSEDTAVYYCARNVATEGSLLHYDYWGQGTLVTVS, which amino acid positions are active in antigen binding (paratope)? The paratope positions are: [52, 83, 84, 85, 104, 105, 106, 107, 108]. (5) Given the antibody sequence: QVQLQQSGGGLVQPGGSMKIFCAASGFTFSDAWMDWVRQSPEKGLEWVAEIRNKANNHETYYAESVKGRFTITRDDSKSRMSLQMNSLRAEDTGIYYCSGGKVRNAYWGQGTTVTVSS, which amino acid positions are active in antigen binding (paratope)? The paratope positions are: [52, 53, 54, 85, 86, 87]. (6) Given the antibody sequence: EVLLQQSGPELVKPGASVRITCKASGYTFTDFNMDWVKQSPGKSLEWIGDFNPNSGGSIYNQKFKDKATFTVDKSSSTAYMELRSLTFEDTAVYYCARETGTAWFAYWGQGTLVTVSA, which amino acid positions are active in antigen binding (paratope)? The paratope positions are: [52, 83, 84, 85, 104]. (7) Given the antibody sequence: QVQLQQSGPEVVRPGVSVRISCKGSGYTFTDYAMHWVKQSHAKSLDWIGVIGTDNGNTNYNQKFKGKATMTVDKSSNTAYMELGRLTSEDSAIYYCARRDRDDVWFAYWGQGTLVTVSA, which amino acid positions are active in antigen binding (paratope)? The paratope positions are: [52, 83, 84, 85, 104, 105]. (8) The paratope positions are: [30, 31, 32, 33, 34]. Given the antibody sequence: DILMTQTPSSLPVSLGDQASISCRSSQSIVHSNGNTYLEWYLQKPGQSPKLLIYKVSNRFSGVPDRFSGSGSGTDFTLKISRVEAEDLGVYYCFQGSHVPFTFGSGTKLEIK, which amino acid positions are active in antigen binding (paratope)?